Predict the reactants needed to synthesize the given product. From a dataset of Full USPTO retrosynthesis dataset with 1.9M reactions from patents (1976-2016). (1) Given the product [Br:10][C:11]1[CH:17]=[CH:16][C:14]2[N:15]=[C:7]([C:5]3[S:6][C:2]([CH3:1])=[CH:3][CH:4]=3)[O:9][C:13]=2[CH:12]=1, predict the reactants needed to synthesize it. The reactants are: [CH3:1][C:2]1[S:6][C:5]([C:7]([OH:9])=O)=[CH:4][CH:3]=1.[Br:10][C:11]1[CH:17]=[CH:16][C:14]([NH2:15])=[C:13](O)[CH:12]=1. (2) Given the product [Cl:1][CH2:2][CH2:3][N:4]([CH2:16][CH2:17][Cl:18])[C:5]1[CH:6]=[CH:7][C:8]([CH2:11][C:12]([OH:14])=[O:13])=[CH:9][CH:10]=1, predict the reactants needed to synthesize it. The reactants are: [Cl:1][CH2:2][CH2:3][N:4]([CH2:16][CH2:17][Cl:18])[C:5]1[CH:10]=[CH:9][C:8]([CH2:11][C:12]([O:14]C)=[O:13])=[CH:7][CH:6]=1.[Li+].[OH-].O.Cl. (3) Given the product [O:28]=[C:9]1[C@:10]2([CH2:17][CH2:16][CH2:15][N:14]([C:18]([O:20][CH2:21][C:22]3[CH:23]=[CH:24][CH:25]=[CH:26][CH:27]=3)=[O:19])[CH2:13]2)[CH2:11][CH2:12][N:8]1[C@H:5]1[CH2:4][CH2:3][C@H:2]([O:1][Si:40]([CH2:45][CH3:46])([CH2:43][CH3:44])[CH2:41][CH3:42])[CH2:7][CH2:6]1, predict the reactants needed to synthesize it. The reactants are: [OH:1][C@H:2]1[CH2:7][CH2:6][C@H:5]([N:8]2[CH2:12][CH2:11][C@@:10]3([CH2:17][CH2:16][CH2:15][N:14]([C:18]([O:20][CH2:21][C:22]4[CH:27]=[CH:26][CH:25]=[CH:24][CH:23]=4)=[O:19])[CH2:13]3)[C:9]2=[O:28])[CH2:4][CH2:3]1.CN(C)C=O.N1C=CN=C1.Cl[Si:40]([CH2:45][CH3:46])([CH2:43][CH3:44])[CH2:41][CH3:42]. (4) Given the product [Br:2][C:3]1[CH:4]=[CH:5][C:6]([F:11])=[C:7]([CH:10]=1)[CH2:8][NH:9][S:22]([CH3:21])(=[O:24])=[O:23], predict the reactants needed to synthesize it. The reactants are: Cl.[Br:2][C:3]1[CH:4]=[CH:5][C:6]([F:11])=[C:7]([CH:10]=1)[CH2:8][NH2:9].C(N(C(C)C)CC)(C)C.[CH3:21][S:22](Cl)(=[O:24])=[O:23]. (5) Given the product [CH:59]1([N:55]2[CH2:56][CH2:57][CH2:58][N:52]([C:50]([CH:48]3[CH2:47][N:46]([C:9]([CH:6]4[CH2:5][CH2:4][CH:3]([O:2][CH3:1])[CH2:8][CH2:7]4)=[O:11])[CH2:49]3)=[O:51])[CH2:53][CH2:54]2)[CH2:62][CH2:61][CH2:60]1, predict the reactants needed to synthesize it. The reactants are: [CH3:1][O:2][CH:3]1[CH2:8][CH2:7][CH:6]([C:9]([OH:11])=O)[CH2:5][CH2:4]1.C1C=CC2N(O)N=NC=2C=1.CN(C(ON1N=NC2C=CC=CC1=2)=[N+](C)C)C.F[P-](F)(F)(F)(F)F.[NH:46]1[CH2:49][CH:48]([C:50]([N:52]2[CH2:58][CH2:57][CH2:56][N:55]([CH:59]3[CH2:62][CH2:61][CH2:60]3)[CH2:54][CH2:53]2)=[O:51])[CH2:47]1.